From a dataset of Forward reaction prediction with 1.9M reactions from USPTO patents (1976-2016). Predict the product of the given reaction. (1) Given the reactants [C:1]1([NH:7][C:8]2[CH:13]=[CH:12][CH:11]=[CH:10][CH:9]=2)[CH:6]=[CH:5][CH:4]=[CH:3][CH:2]=1.[CH3:14][O:15][C:16]1[CH:21]=[CH:20][C:19](Br)=[CH:18][CH:17]=1.O(C(C)(C)C)[Na].P(C(C)(C)C)(C(C)(C)C)C(C)(C)C, predict the reaction product. The product is: [CH3:14][O:15][C:16]1[CH:21]=[CH:20][C:19]([N:7]([C:8]2[CH:9]=[CH:10][CH:11]=[CH:12][CH:13]=2)[C:1]2[CH:6]=[CH:5][CH:4]=[CH:3][CH:2]=2)=[CH:18][CH:17]=1. (2) Given the reactants [CH2:1]([O:3][C:4]1[CH:9]=[CH:8][C:7]([C:10]2[O:14][N:13]=[C:12]([C:15]3[CH:20]=[CH:19][C:18]([O:21]C(C)C)=[C:17]([I:25])[CH:16]=3)[N:11]=2)=[CH:6][CH:5]=1)[CH3:2].ClC1C=C(C2ON=C(C3C=CC(OC(C)C)=C(I)C=3)N=2)C=CC=1OCCC, predict the reaction product. The product is: [CH2:1]([O:3][C:4]1[CH:9]=[CH:8][C:7]([C:10]2[O:14][N:13]=[C:12]([C:15]3[CH:20]=[CH:19][C:18]([OH:21])=[C:17]([I:25])[CH:16]=3)[N:11]=2)=[CH:6][CH:5]=1)[CH3:2]. (3) Given the reactants [NH:1]1[C:9]2[C:4](=[CH:5][CH:6]=[CH:7][CH:8]=2)[CH:3]=[CH:2]1.[H-].[Na+].[N:12]1([CH:17]2[CH2:21][CH2:20][N:19]([C:22]([C:24]3[CH:29]=[CH:28][C:27]([CH2:30]Cl)=[CH:26][CH:25]=3)=[O:23])[CH2:18]2)[CH2:16][CH2:15][CH2:14][CH2:13]1, predict the reaction product. The product is: [N:1]1([CH2:30][C:27]2[CH:26]=[CH:25][C:24]([C:22]([N:19]3[CH2:20][CH2:21][C@H:17]([N:12]4[CH2:13][CH2:14][CH2:15][CH2:16]4)[CH2:18]3)=[O:23])=[CH:29][CH:28]=2)[C:9]2[C:4](=[CH:5][CH:6]=[CH:7][CH:8]=2)[CH:3]=[CH:2]1. (4) Given the reactants [NH:1]1[CH:5]=[C:4]([C:6]2[CH:7]=[N:8][CH:9]=[CH:10][CH:11]=2)[N:3]=[CH:2]1.[H-].[Na+].I[CH2:15][CH3:16].Cl, predict the reaction product. The product is: [CH2:15]([N:1]1[CH:5]=[C:4]([C:6]2[CH:7]=[N:8][CH:9]=[CH:10][CH:11]=2)[N:3]=[CH:2]1)[CH3:16].